Dataset: Catalyst prediction with 721,799 reactions and 888 catalyst types from USPTO. Task: Predict which catalyst facilitates the given reaction. (1) Reactant: [Br:1][C:2]1[C:3](Cl)=[N:4][CH:5]=[C:6]([N+:8]([O-:10])=[O:9])[CH:7]=1.[F:12][C:13]1[CH:19]=[CH:18][C:16]([NH2:17])=[CH:15][CH:14]=1. Product: [Br:1][C:2]1[C:3]([NH:17][C:16]2[CH:18]=[CH:19][C:13]([F:12])=[CH:14][CH:15]=2)=[N:4][CH:5]=[C:6]([N+:8]([O-:10])=[O:9])[CH:7]=1. The catalyst class is: 16. (2) Reactant: C([O:3][C:4](=O)[CH2:5][CH:6]([C:14](OCC)=[O:15])[CH2:7][CH2:8][C:9](OCC)=[O:10])C.[BH4-].[Na+].CO.Cl. Product: [OH:15][CH2:14][CH:6]([CH2:7][CH2:8][CH2:9][OH:10])[CH2:5][CH2:4][OH:3]. The catalyst class is: 107. (3) Reactant: [CH3:1][C:2]1[C:7]([CH:8]([CH2:13][CH2:14][CH3:15])[C:9]([O:11]C)=[O:10])=[C:6]([C:16]2[CH:21]=[CH:20][C:19]([CH3:22])=[CH:18][CH:17]=2)[N:5]=[C:4]([N:23]2[CH2:27][CH2:26][CH2:25][CH2:24]2)[N:3]=1.[OH-].[Na+]. Product: [CH3:1][C:2]1[C:7]([CH:8]([CH2:13][CH2:14][CH3:15])[C:9]([OH:11])=[O:10])=[C:6]([C:16]2[CH:17]=[CH:18][C:19]([CH3:22])=[CH:20][CH:21]=2)[N:5]=[C:4]([N:23]2[CH2:24][CH2:25][CH2:26][CH2:27]2)[N:3]=1. The catalyst class is: 5.